This data is from Reaction yield outcomes from USPTO patents with 853,638 reactions. The task is: Predict the reaction yield, written as a fraction of the theoretical maximum amount of product (1.0 means a 100% yield; for example, 0.34 means a 34% yield). The catalyst is C(O)(=O)C. The yield is 0.692. The product is [F:1][C:2]1[N:7]=[C:6]2[S:11][C:9]([NH2:10])=[N:8][C:5]2=[CH:4][CH:3]=1. The reactants are [F:1][C:2]1[N:7]=[CH:6][C:5]([NH2:8])=[CH:4][CH:3]=1.[C:9]([S-:11])#[N:10].[K+].BrBr.O.